Dataset: Reaction yield outcomes from USPTO patents with 853,638 reactions. Task: Predict the reaction yield, written as a fraction of the theoretical maximum amount of product (1.0 means a 100% yield; for example, 0.34 means a 34% yield). (1) The reactants are [Cl:1][C:2]1[C:10]2[C:5](=[CH:6][C:7]([F:14])=[C:8]([N+:11]([O-])=O)[CH:9]=2)[NH:4][N:3]=1.Cl[Sn]Cl. The catalyst is CCO.CCOC(C)=O.[OH-].[Na+]. The product is [Cl:1][C:2]1[C:10]2[C:5](=[CH:6][C:7]([F:14])=[C:8]([NH2:11])[CH:9]=2)[NH:4][N:3]=1. The yield is 0.510. (2) The reactants are [CH3:1][O:2][C:3]1[CH:20]=[CH:19][C:6]2[NH:7][C:8]([CH2:10][C:11]([CH3:18])([CH3:17])[C:12]([O:14][CH2:15][CH3:16])=[O:13])=[N:9][C:5]=2[CH:4]=1.C(=O)([O-])[O-].[Cs+].[Cs+].[Br:27][C:28]1[CH:35]=[CH:34][C:31]([CH2:32]Br)=[CH:30][CH:29]=1. The catalyst is CN(C=O)C. The product is [Br:27][C:28]1[CH:35]=[CH:34][C:31]([CH2:32][N:9]2[C:5]3[CH:4]=[C:3]([O:2][CH3:1])[CH:20]=[CH:19][C:6]=3[N:7]=[C:8]2[CH2:10][C:11]([CH3:17])([CH3:18])[C:12]([O:14][CH2:15][CH3:16])=[O:13])=[CH:30][CH:29]=1.[Br:27][C:28]1[CH:35]=[CH:34][C:31]([CH2:32][N:7]2[C:6]3[CH:19]=[CH:20][C:3]([O:2][CH3:1])=[CH:4][C:5]=3[N:9]=[C:8]2[CH2:10][C:11]([CH3:17])([CH3:18])[C:12]([O:14][CH2:15][CH3:16])=[O:13])=[CH:30][CH:29]=1. The yield is 0.230. (3) The reactants are [Br:1][C:2]1[CH:3]=[N:4][NH:5][CH:6]=1.[CH2:7]([O:9][C:10](=[O:23])[CH:11]=[C:12]1[CH2:15][N:14]([C:16]([O:18][C:19]([CH3:22])([CH3:21])[CH3:20])=[O:17])[CH2:13]1)[CH3:8].N12CCCN=C1CCCCC2. The catalyst is C(#N)C. The product is [Br:1][C:2]1[CH:3]=[N:4][N:5]([C:12]2([CH2:11][C:10]([O:9][CH2:7][CH3:8])=[O:23])[CH2:13][N:14]([C:16]([O:18][C:19]([CH3:22])([CH3:21])[CH3:20])=[O:17])[CH2:15]2)[CH:6]=1. The yield is 0.819. (4) The reactants are COC(=O)[O:4][CH2:5][C:6]1[CH:11]=[CH:10][CH:9]=[C:8]([NH:12][C:13](=[O:40])[CH2:14][N:15]2[N:21]=[C:20]([CH:22]3[CH2:27][CH2:26][CH2:25][CH2:24][CH2:23]3)[C:19]3[CH:28]=[CH:29][CH:30]=[CH:31][C:18]=3[N:17]([CH2:32][C:33](=[O:38])[C:34]([CH3:37])([CH3:36])[CH3:35])[C:16]2=[O:39])[CH:7]=1.C([O-])([O-])=O.[K+].[K+]. The catalyst is C1COCC1.CO. The product is [CH:22]1([C:20]2[C:19]3[CH:28]=[CH:29][CH:30]=[CH:31][C:18]=3[N:17]([CH2:32][C:33](=[O:38])[C:34]([CH3:37])([CH3:36])[CH3:35])[C:16](=[O:39])[N:15]([CH2:14][C:13]([NH:12][C:8]3[CH:9]=[CH:10][CH:11]=[C:6]([CH2:5][OH:4])[CH:7]=3)=[O:40])[N:21]=2)[CH2:23][CH2:24][CH2:25][CH2:26][CH2:27]1. The yield is 0.890. (5) The reactants are [CH3:1][O:2][C:3]1[CH:9]=[C:8]([CH3:10])[C:6]([NH2:7])=[C:5]([CH3:11])[C:4]=1[CH3:12].C(N(CC)CC)C.[C:20](O[C:20]([O:22][C:23]([CH3:26])([CH3:25])[CH3:24])=[O:21])([O:22][C:23]([CH3:26])([CH3:25])[CH3:24])=[O:21]. The catalyst is O1CCCC1. The product is [CH3:1][O:2][C:3]1[CH:9]=[C:8]([CH3:10])[C:6]([NH:7][C:20](=[O:21])[O:22][C:23]([CH3:26])([CH3:25])[CH3:24])=[C:5]([CH3:11])[C:4]=1[CH3:12]. The yield is 0.750. (6) The reactants are [OH:1][CH:2]([CH3:43])[CH2:3][O:4][C@H:5]1[CH2:10][CH2:9][C@H:8]([N:11]2[C:16](=[O:17])[C:15]([CH2:18][C:19]3[CH:24]=[CH:23][C:22]([C:25]4[CH:30]=[CH:29][CH:28]=[CH:27][C:26]=4[C:31]4[NH:35][C:34](=[O:36])[O:33][N:32]=4)=[CH:21][CH:20]=3)=[C:14]([CH2:37][CH2:38][CH3:39])[N:13]3[N:40]=[CH:41][CH:42]=[C:12]23)[CH2:7][CH2:6]1.CC(OI1(OC(C)=O)(OC(C)=O)OC(=O)C2C1=CC=CC=2)=O.C(OCC)(=O)C.S([O-])([O-])(=O)=S.[Na+].[Na+]. The catalyst is C(Cl)Cl.O. The product is [O:36]=[C:34]1[O:33][N:32]=[C:31]([C:26]2[CH:27]=[CH:28][CH:29]=[CH:30][C:25]=2[C:22]2[CH:21]=[CH:20][C:19]([CH2:18][C:15]3[C:16](=[O:17])[N:11]([C@H:8]4[CH2:9][CH2:10][C@H:5]([O:4][CH2:3][C:2](=[O:1])[CH3:43])[CH2:6][CH2:7]4)[C:12]4[N:13]([N:40]=[CH:41][CH:42]=4)[C:14]=3[CH2:37][CH2:38][CH3:39])=[CH:24][CH:23]=2)[NH:35]1. The yield is 0.900. (7) The reactants are [Br:1][C:2]1[CH:3]=[CH:4][CH:5]=[C:6]2[C:11]=1[N:10]=[CH:9][CH:8]=[C:7]2[CH:12]=[O:13].P(O)(O)([O-])=[O:15].[Na+].Cl([O-])=O.[Na+].[O-]S([O-])(=S)=O.[Na+].[Na+]. The catalyst is C1COCC1.O. The product is [Br:1][C:2]1[CH:3]=[CH:4][CH:5]=[C:6]2[C:11]=1[N:10]=[CH:9][CH:8]=[C:7]2[C:12]([OH:15])=[O:13]. The yield is 0.940.